Dataset: Forward reaction prediction with 1.9M reactions from USPTO patents (1976-2016). Task: Predict the product of the given reaction. (1) Given the reactants [C:1]1([CH2:7][N:8]2[CH2:12][C@H:11]([C:13](OC)=[O:14])[C@H:10]([C:17](OC)=[O:18])[CH2:9]2)[CH:6]=[CH:5][CH:4]=[CH:3][CH:2]=1.[H-].[H-].[H-].[H-].[Li+].[Al+3].CCOCC.[OH-].[Na+], predict the reaction product. The product is: [C:1]1([CH2:7][N:8]2[CH2:12][C@H:11]([CH2:13][OH:14])[C@H:10]([CH2:17][OH:18])[CH2:9]2)[CH:2]=[CH:3][CH:4]=[CH:5][CH:6]=1. (2) Given the reactants [NH2:1][C:2]1([C:6]2[CH:11]=[CH:10][C:9]([C:12]3[N:13]=[C:14]4[C:19]([O:20][CH3:21])=[N:18][C:17]([C:22]([O:24]C)=O)=[CH:16][N:15]4[C:26]=3[C:27]3[CH:32]=[CH:31][CH:30]=[CH:29][CH:28]=3)=[CH:8][CH:7]=2)[CH2:5][CH2:4][CH2:3]1.[NH3:33], predict the reaction product. The product is: [NH2:1][C:2]1([C:6]2[CH:7]=[CH:8][C:9]([C:12]3[N:13]=[C:14]4[C:19]([O:20][CH3:21])=[N:18][C:17]([C:22]([NH2:33])=[O:24])=[CH:16][N:15]4[C:26]=3[C:27]3[CH:32]=[CH:31][CH:30]=[CH:29][CH:28]=3)=[CH:10][CH:11]=2)[CH2:3][CH2:4][CH2:5]1. (3) Given the reactants C([O:9][C:10]1[CH:15]=[CH:14][C:13]([OH:16])=[CH:12][CH:11]=1)(=O)C1C=CC=CC=1.[CH3:17][C:18]([Si:21](Cl)([CH3:23])[CH3:22])([CH3:20])[CH3:19].N1C=CN=C1.[BH4-].[Na+], predict the reaction product. The product is: [C:18]([Si:21]([CH3:23])([CH3:22])[O:9][C:10]1[CH:11]=[CH:12][C:13]([OH:16])=[CH:14][CH:15]=1)([CH3:20])([CH3:19])[CH3:17]. (4) Given the reactants [CH2:1]([C:3]1[CH:8]=[CH:7][C:6]([C:9]2[CH:17]=[C:16]3[C:12]([CH2:13][C:14](=[O:18])[NH:15]3)=[CH:11][CH:10]=2)=[CH:5][CH:4]=1)[CH3:2].[N:19]1([CH2:24][CH2:25][NH:26][C:27]([C:29]2[C:33]([CH3:34])=[C:32]([CH:35]=O)[NH:31][C:30]=2[CH3:37])=[O:28])[CH2:23][CH2:22][CH2:21][CH2:20]1, predict the reaction product. The product is: [N:19]1([CH2:24][CH2:25][NH:26][C:27]([C:29]2[C:33]([CH3:34])=[C:32]([CH:35]=[C:13]3[C:12]4[C:16](=[CH:17][C:9]([C:6]5[CH:5]=[CH:4][C:3]([CH2:1][CH3:2])=[CH:8][CH:7]=5)=[CH:10][CH:11]=4)[NH:15][C:14]3=[O:18])[NH:31][C:30]=2[CH3:37])=[O:28])[CH2:23][CH2:22][CH2:21][CH2:20]1. (5) Given the reactants [CH2:1]=[CH:2][C:3]1[CH:8]=[CH:7][CH:6]=[CH:5][CH:4]=1.[C:9]([NH2:13])(=[O:12])[CH:10]=[CH2:11], predict the reaction product. The product is: [CH2:1]=[CH:2][C:3]1[CH:8]=[CH:7][CH:6]=[CH:5][CH:4]=1.[C:9]([NH2:13])(=[O:12])[CH:10]=[CH2:11]. (6) Given the reactants [N:1]1([S:11]([C:14]2[CH:15]=[C:16]([N:20]3[C:29](=[O:30])[C:28]4[C:23](=[CH:24][CH:25]=[CH:26][C:27]=4[CH2:31][C:32]([O:34]CC)=[O:33])[NH:22][C:21]3=[O:37])[CH:17]=[CH:18][CH:19]=2)(=[O:13])=[O:12])[C:10]2[C:5](=[CH:6][CH:7]=[CH:8][CH:9]=2)[CH2:4][CH2:3][CH2:2]1.[OH-].[Na+], predict the reaction product. The product is: [N:1]1([S:11]([C:14]2[CH:15]=[C:16]([N:20]3[C:29](=[O:30])[C:28]4[C:23](=[CH:24][CH:25]=[CH:26][C:27]=4[CH2:31][C:32]([OH:34])=[O:33])[NH:22][C:21]3=[O:37])[CH:17]=[CH:18][CH:19]=2)(=[O:13])=[O:12])[C:10]2[C:5](=[CH:6][CH:7]=[CH:8][CH:9]=2)[CH2:4][CH2:3][CH2:2]1. (7) Given the reactants [CH3:1][C:2](=C)[CH2:3][C:4]1([C:17]([O:19][CH3:20])=[O:18])[CH2:9][CH2:8][N:7]([C:10]([O:12][C:13]([CH3:16])([CH3:15])[CH3:14])=[O:11])[CH2:6][CH2:5]1.I([O-])(=O)(=O)=[O:23].[Na+], predict the reaction product. The product is: [O:23]=[C:2]([CH3:1])[CH2:3][C:4]1([C:17]([O:19][CH3:20])=[O:18])[CH2:9][CH2:8][N:7]([C:10]([O:12][C:13]([CH3:16])([CH3:15])[CH3:14])=[O:11])[CH2:6][CH2:5]1.